From a dataset of Peptide-MHC class II binding affinity with 134,281 pairs from IEDB. Regression. Given a peptide amino acid sequence and an MHC pseudo amino acid sequence, predict their binding affinity value. This is MHC class II binding data. (1) The peptide sequence is ARWVYFLTRMRNPTG. The MHC is DRB1_1101 with pseudo-sequence DRB1_1101. The binding affinity (normalized) is 0.635. (2) The peptide sequence is CFNCGKEGHLARNCRAPR. The binding affinity (normalized) is 0. The MHC is HLA-DPA10301-DPB10402 with pseudo-sequence HLA-DPA10301-DPB10402. (3) The peptide sequence is GELQIVDKIDANFKI. The MHC is DRB1_0101 with pseudo-sequence DRB1_0101. The binding affinity (normalized) is 0.504. (4) The peptide sequence is QKTKQIGNRPGPSRG. The MHC is DRB3_0101 with pseudo-sequence DRB3_0101. The binding affinity (normalized) is 0.308. (5) The binding affinity (normalized) is 0.417. The MHC is H-2-IAk with pseudo-sequence H-2-IAk. The peptide sequence is AFKVAATAANAAPANY.